This data is from Catalyst prediction with 721,799 reactions and 888 catalyst types from USPTO. The task is: Predict which catalyst facilitates the given reaction. Reactant: [CH2:1]([O:8][C:9]1[CH:14]=[CH:13][C:12]([C:15]2[NH:29][C:18]3=[N:19][C:20]([CH:23]4[CH2:28][CH2:27][NH:26][CH2:25][CH2:24]4)=[CH:21][CH:22]=[C:17]3[N:16]=2)=[CH:11][CH:10]=1)[C:2]1[CH:7]=[CH:6][CH:5]=[CH:4][CH:3]=1.CCN(C(C)C)C(C)C.[CH:39]1([S:42](Cl)(=[O:44])=[O:43])[CH2:41][CH2:40]1.O. Product: [CH2:1]([O:8][C:9]1[CH:14]=[CH:13][C:12]([C:15]2[NH:29][C:18]3=[N:19][C:20]([CH:23]4[CH2:28][CH2:27][N:26]([S:42]([CH:39]5[CH2:41][CH2:40]5)(=[O:44])=[O:43])[CH2:25][CH2:24]4)=[CH:21][CH:22]=[C:17]3[N:16]=2)=[CH:11][CH:10]=1)[C:2]1[CH:3]=[CH:4][CH:5]=[CH:6][CH:7]=1. The catalyst class is: 1.